From a dataset of NCI-60 drug combinations with 297,098 pairs across 59 cell lines. Regression. Given two drug SMILES strings and cell line genomic features, predict the synergy score measuring deviation from expected non-interaction effect. (1) Drug 1: CC1=C(C(CCC1)(C)C)C=CC(=CC=CC(=CC(=O)O)C)C. Drug 2: CC12CCC3C(C1CCC2OP(=O)(O)O)CCC4=C3C=CC(=C4)OC(=O)N(CCCl)CCCl.[Na+]. Cell line: RPMI-8226. Synergy scores: CSS=32.1, Synergy_ZIP=-9.11, Synergy_Bliss=-8.78, Synergy_Loewe=-58.1, Synergy_HSA=-6.45. (2) Drug 1: B(C(CC(C)C)NC(=O)C(CC1=CC=CC=C1)NC(=O)C2=NC=CN=C2)(O)O. Drug 2: CC1C(C(CC(O1)OC2CC(CC3=C2C(=C4C(=C3O)C(=O)C5=C(C4=O)C(=CC=C5)OC)O)(C(=O)CO)O)N)O.Cl. Cell line: HCT-15. Synergy scores: CSS=52.2, Synergy_ZIP=-0.446, Synergy_Bliss=-0.646, Synergy_Loewe=3.05, Synergy_HSA=4.26. (3) Drug 1: CC1=C2C(C(=O)C3(C(CC4C(C3C(C(C2(C)C)(CC1OC(=O)C(C(C5=CC=CC=C5)NC(=O)OC(C)(C)C)O)O)OC(=O)C6=CC=CC=C6)(CO4)OC(=O)C)O)C)O. Drug 2: CC1CCC2CC(C(=CC=CC=CC(CC(C(=O)C(C(C(=CC(C(=O)CC(OC(=O)C3CCCCN3C(=O)C(=O)C1(O2)O)C(C)CC4CCC(C(C4)OC)OCCO)C)C)O)OC)C)C)C)OC. Cell line: OVCAR-5. Synergy scores: CSS=16.0, Synergy_ZIP=-2.65, Synergy_Bliss=2.99, Synergy_Loewe=2.89, Synergy_HSA=4.12. (4) Drug 1: C1CN1P(=S)(N2CC2)N3CC3. Cell line: SK-MEL-28. Synergy scores: CSS=1.30, Synergy_ZIP=-0.976, Synergy_Bliss=-2.35, Synergy_Loewe=-3.11, Synergy_HSA=-2.54. Drug 2: C1CC(=O)NC(=O)C1N2C(=O)C3=CC=CC=C3C2=O.